Task: Predict the product of the given reaction.. Dataset: Forward reaction prediction with 1.9M reactions from USPTO patents (1976-2016) (1) Given the reactants C(OC(Cl)=O)C(C)C.[C:9]([NH:16][C@H:17]([C:22]([OH:24])=O)[CH2:18][CH2:19][CH2:20][CH3:21])([O:11][C:12]([CH3:15])([CH3:14])[CH3:13])=[O:10].CN1CCOCC1.[CH2:32]([NH2:36])[CH2:33][CH2:34][CH3:35], predict the reaction product. The product is: [CH2:32]([NH:36][C:22](=[O:24])[C@H:17]([CH2:18][CH2:19][CH2:20][CH3:21])[NH:16][C:9]([O:11][C:12]([CH3:13])([CH3:14])[CH3:15])=[O:10])[CH2:33][CH2:34][CH3:35]. (2) Given the reactants [H-].[Na+].Br[C:4]1[CH:5]=[N:6][CH:7]=[C:8]([Br:10])[CH:9]=1.[Cl-].[NH4+].[C:13]1([SH:19])[CH:18]=[CH:17][CH:16]=[CH:15][CH:14]=1, predict the reaction product. The product is: [Br:10][C:8]1[CH:7]=[N:6][CH:5]=[C:4]([S:19][C:13]2[CH:18]=[CH:17][CH:16]=[CH:15][CH:14]=2)[CH:9]=1. (3) The product is: [ClH:47].[OH:46][C:43]1[CH:44]=[CH:45][C:40]([CH:32]([C:33]2[CH:38]=[CH:37][C:36]([OH:39])=[CH:35][CH:34]=2)[CH2:31][NH:30][C:9]2[N:8]=[C:7]([N:4]3[CH2:5][CH2:6][C@@H:2]([NH:1][C:72]([NH:71][CH2:68][C:109]4[CH:108]=[N:107][CH:106]=[CH:105][CH:104]=4)=[O:73])[CH2:3]3)[N:15]=[C:14]3[C:10]=2[N:11]=[CH:12][N:13]3[C@@H:16]2[CH2:20][C@H:19]([N:21]3[N:25]=[N:24][C:23]([CH2:26][CH3:27])=[N:22]3)[C@@H:18]([OH:28])[C@H:17]2[OH:29])=[CH:41][CH:42]=1. Given the reactants [NH2:1][C@@H:2]1[CH2:6][CH2:5][N:4]([C:7]2[N:15]=[C:14]3[C:10]([N:11]=[CH:12][N:13]3[C@@H:16]3[CH2:20][C@H:19]([N:21]4[N:25]=[N:24][C:23]([CH2:26][CH3:27])=[N:22]4)[C@@H:18]([OH:28])[C@H:17]3[OH:29])=[C:9]([NH:30][CH2:31][CH:32]([C:40]3[CH:45]=[CH:44][C:43]([OH:46])=[CH:42][CH:41]=3)[C:33]3[CH:38]=[CH:37][C:36]([OH:39])=[CH:35][CH:34]=3)[N:8]=2)[CH2:3]1.[ClH:47].C1(C(C2C=CC=CC=2)CNC2N=C(N3CC[C@@H:68]([NH:71][C:72](NCC4C=CC=CN=4)=[O:73])C3)N=C3C=2N=CN3[C@@H]2C[C@H](N3N=NC(CC)=N3)[C@@H](O)[C@H]2O)C=CC=CC=1.NC[C:104]1[CH:109]=[CH:108][N:107]=[CH:106][CH:105]=1, predict the reaction product. (4) Given the reactants Cl[C:2]1[N:7]=[C:6]([NH:8][C:9]2[CH:14]=[CH:13][CH:12]=[CH:11][C:10]=2[S:15]([CH:18]([CH3:20])[CH3:19])(=[O:17])=[O:16])[C:5]([Cl:21])=[CH:4][N:3]=1.[CH3:22][P:23]([C:26]1[CH:32]=[CH:31][C:29]([NH2:30])=[C:28]([F:33])[CH:27]=1)([CH3:25])=[O:24].Cl.[OH-].[Na+], predict the reaction product. The product is: [Cl:21][C:5]1[C:6]([NH:8][C:9]2[CH:14]=[CH:13][CH:12]=[CH:11][C:10]=2[S:15]([CH:18]([CH3:20])[CH3:19])(=[O:17])=[O:16])=[N:7][C:2]([NH:30][C:29]2[CH:31]=[CH:32][C:26]([P:23]([CH3:22])([CH3:25])=[O:24])=[CH:27][C:28]=2[F:33])=[N:3][CH:4]=1. (5) Given the reactants C[O:2][C:3](=[O:21])[C@H:4]([CH2:14][C:15]1[CH:20]=[CH:19][CH:18]=[CH:17][CH:16]=1)[NH:5][C:6]([C:8]1[CH:13]=[N:12][CH:11]=[CH:10][N:9]=1)=[O:7].[OH-].[Na+].Cl, predict the reaction product. The product is: [N:9]1[CH:10]=[CH:11][N:12]=[CH:13][C:8]=1[C:6]([NH:5][C@H:4]([C:3]([OH:21])=[O:2])[CH2:14][C:15]1[CH:16]=[CH:17][CH:18]=[CH:19][CH:20]=1)=[O:7]. (6) Given the reactants [O:1]1[C:5]2[CH:6]=[CH:7][CH:8]=[CH:9][C:4]=2[CH:3]=[C:2]1[C:10]1[CH:44]=[CH:43][C:13]([C:14]([NH:16][S:17]([C:20]2[CH:25]=[CH:24][C:23]([CH2:26][O:27][Si](C(C)(C)C)(C)C)=[CH:22][C:21]=2[S:35](=[O:42])(=[O:41])[NH:36]C(C)(C)C)(=[O:19])=[O:18])=[O:15])=[CH:12][CH:11]=1.FC(F)(F)C(O)=O, predict the reaction product. The product is: [O:1]1[C:5]2[CH:6]=[CH:7][CH:8]=[CH:9][C:4]=2[CH:3]=[C:2]1[C:10]1[CH:11]=[CH:12][C:13]([C:14]([NH:16][S:17]([C:20]2[CH:25]=[CH:24][C:23]([CH2:26][OH:27])=[CH:22][C:21]=2[S:35](=[O:42])(=[O:41])[NH2:36])(=[O:18])=[O:19])=[O:15])=[CH:43][CH:44]=1. (7) Given the reactants [CH3:1][O:2][C:3]1[CH:4]=[C:5]([C:19]2[CH:20]=[C:21]3[C:27]([C:28]4[CH:29]=[CH:30][C:31]([OH:34])=[N:32][CH:33]=4)=[CH:26][NH:25][C:22]3=[N:23][CH:24]=2)[CH:6]=[CH:7][C:8]=1[O:9]CC1C=CC(OC)=CC=1.C1(S)C=CC=CC=1.C(O)(C(F)(F)F)=O, predict the reaction product. The product is: [OH:9][C:8]1[CH:7]=[CH:6][C:5]([C:19]2[CH:20]=[C:21]3[C:27]([C:28]4[CH:29]=[CH:30][C:31]([OH:34])=[N:32][CH:33]=4)=[CH:26][NH:25][C:22]3=[N:23][CH:24]=2)=[CH:4][C:3]=1[O:2][CH3:1]. (8) Given the reactants C(OC([N:8]1[CH2:13][CH2:12][N:11]([C:14]2[CH:23]=[CH:22][CH:21]=[C:20]3[C:15]=2[CH2:16][CH2:17][N:18]([S:24]([C:27]2[CH:32]=[CH:31][CH:30]=[CH:29][CH:28]=2)(=[O:26])=[O:25])[CH2:19]3)[CH2:10][CH2:9]1)=O)(C)(C)C.[F:33][C:34]([F:39])([F:38])[C:35]([OH:37])=[O:36], predict the reaction product. The product is: [F:33][C:34]([F:39])([F:38])[C:35]([OH:37])=[O:36].[C:27]1([S:24]([N:18]2[CH2:17][CH2:16][C:15]3[C:20](=[CH:21][CH:22]=[CH:23][C:14]=3[N:11]3[CH2:10][CH2:9][NH:8][CH2:13][CH2:12]3)[CH2:19]2)(=[O:26])=[O:25])[CH:28]=[CH:29][CH:30]=[CH:31][CH:32]=1. (9) Given the reactants [C:1]([O:5][C:6](=[O:16])[C:7]1[CH:12]=[CH:11][CH:10]=[C:9]([N+:13]([O-])=O)[CH:8]=1)([CH3:4])([CH3:3])[CH3:2], predict the reaction product. The product is: [C:1]([O:5][C:6](=[O:16])[C:7]1[CH:12]=[CH:11][CH:10]=[C:9]([NH2:13])[CH:8]=1)([CH3:4])([CH3:2])[CH3:3]. (10) Given the reactants [NH2:1][C:2]1[CH:11]=[C:10]2[C:5]([CH:6]=[CH:7][CH:8]=[N:9]2)=[CH:4][CH:3]=1.[CH3:12][O:13][C:14]1[CH:15]=[C:16]([C:23]2[CH:28]=[CH:27][CH:26]=[CH:25][CH:24]=2)[CH:17]=[CH:18][C:19]=1[C:20](O)=[O:21], predict the reaction product. The product is: [CH3:12][O:13][C:14]1[CH:15]=[C:16]([C:23]2[CH:28]=[CH:27][CH:26]=[CH:25][CH:24]=2)[CH:17]=[CH:18][C:19]=1[C:20]([NH:1][C:2]1[CH:11]=[C:10]2[C:5]([CH:6]=[CH:7][CH:8]=[N:9]2)=[CH:4][CH:3]=1)=[O:21].